From a dataset of Peptide-MHC class I binding affinity with 185,985 pairs from IEDB/IMGT. Regression. Given a peptide amino acid sequence and an MHC pseudo amino acid sequence, predict their binding affinity value. This is MHC class I binding data. (1) The peptide sequence is AFPTSCHMFIICF. The MHC is HLA-B42:01 with pseudo-sequence HLA-B42:01. The binding affinity (normalized) is 0.130. (2) The peptide sequence is FSTSAADIKR. The MHC is HLA-A31:01 with pseudo-sequence HLA-A31:01. The binding affinity (normalized) is 0.139.